This data is from Cav3 T-type calcium channel HTS with 100,875 compounds. The task is: Binary Classification. Given a drug SMILES string, predict its activity (active/inactive) in a high-throughput screening assay against a specified biological target. (1) The drug is S(c1n(CC)c(nn1)c1sccc1)CC(=O)Nc1ccc(NC(=O)c2occc2)cc1. The result is 0 (inactive). (2) The molecule is S1CCN(C(c2n(nnn2)C(C)(C)C)c2cc3c([nH]c2=O)cc2OCCOc2c3)CC1. The result is 0 (inactive). (3) The compound is O=C(NC(C)C)/C(=N/O)c1ccccc1. The result is 0 (inactive). (4) The drug is o1c=2c(=C(OC)/C(=c3\[nH][nH]c(c3)c3ccc(OC)cc3)C(=O)C2OC)cc1. The result is 0 (inactive). (5) The drug is S(c1n(c2c(ccc(c2)C)C)ccn1)CC(O)=O. The result is 0 (inactive). (6) The molecule is S(=O)(=O)(N1C(CCCC1)C)c1ccc(S(=O)(=O)NCCc2ccncc2)cc1. The result is 0 (inactive). (7) The molecule is S(C(c1ccccc1)C(=O)Nc1c(OCC)cccc1)c1ccccc1. The result is 0 (inactive). (8) The result is 0 (inactive). The drug is n1c2C(Cc3n[nH]c(c3c2nc2c1cccc2)C)(C)C. (9) The result is 0 (inactive). The compound is O=c1n(Cc2cccnc2)cnc2n(ncc12)c1ccc(cc1)C. (10) The compound is Clc1cc2C(=O)C3(ON=C(C3)c3ccc(Cl)cc3)C3(Oc2cc1)CCN(CC3)C(=O)c1ccoc1. The result is 0 (inactive).